From a dataset of TCR-epitope binding with 47,182 pairs between 192 epitopes and 23,139 TCRs. Binary Classification. Given a T-cell receptor sequence (or CDR3 region) and an epitope sequence, predict whether binding occurs between them. (1) The epitope is YIFFASFYY. The TCR CDR3 sequence is CAISEYGGLYPYEQYF. Result: 1 (the TCR binds to the epitope). (2) The epitope is FPPTSFGPL. The TCR CDR3 sequence is CASSNSLGLAGFFHEQYF. Result: 1 (the TCR binds to the epitope). (3) Result: 1 (the TCR binds to the epitope). The TCR CDR3 sequence is CAQGGSNYGYTF. The epitope is KAFSPEVIPMF. (4) The epitope is GTSGSPIIDK. The TCR CDR3 sequence is CASSLYRQGSGELFF. Result: 0 (the TCR does not bind to the epitope). (5) The epitope is TSDLATNNLVVMAY. The TCR CDR3 sequence is CATRIGWGTDTQYF. Result: 0 (the TCR does not bind to the epitope).